From a dataset of NCI-60 drug combinations with 297,098 pairs across 59 cell lines. Regression. Given two drug SMILES strings and cell line genomic features, predict the synergy score measuring deviation from expected non-interaction effect. (1) Drug 1: CCCS(=O)(=O)NC1=C(C(=C(C=C1)F)C(=O)C2=CNC3=C2C=C(C=N3)C4=CC=C(C=C4)Cl)F. Drug 2: CC12CCC(CC1=CCC3C2CCC4(C3CC=C4C5=CN=CC=C5)C)O. Cell line: TK-10. Synergy scores: CSS=12.5, Synergy_ZIP=-2.33, Synergy_Bliss=1.75, Synergy_Loewe=0.865, Synergy_HSA=0.958. (2) Drug 1: C1=CC(=CC=C1C#N)C(C2=CC=C(C=C2)C#N)N3C=NC=N3. Drug 2: CN(CCCl)CCCl.Cl. Cell line: LOX IMVI. Synergy scores: CSS=15.2, Synergy_ZIP=-4.53, Synergy_Bliss=-0.0241, Synergy_Loewe=-0.314, Synergy_HSA=0.290. (3) Drug 1: C1=CN(C(=O)N=C1N)C2C(C(C(O2)CO)O)O.Cl. Drug 2: C1CNP(=O)(OC1)N(CCCl)CCCl. Cell line: A549. Synergy scores: CSS=33.4, Synergy_ZIP=1.14, Synergy_Bliss=1.15, Synergy_Loewe=-40.0, Synergy_HSA=0.241. (4) Drug 1: C1=NC2=C(N=C(N=C2N1C3C(C(C(O3)CO)O)O)F)N. Drug 2: C1C(C(OC1N2C=NC(=NC2=O)N)CO)O. Cell line: CAKI-1. Synergy scores: CSS=5.12, Synergy_ZIP=-3.37, Synergy_Bliss=5.16, Synergy_Loewe=-3.97, Synergy_HSA=-3.76. (5) Drug 1: CCCS(=O)(=O)NC1=C(C(=C(C=C1)F)C(=O)C2=CNC3=C2C=C(C=N3)C4=CC=C(C=C4)Cl)F. Drug 2: CC1=C(C(CCC1)(C)C)C=CC(=CC=CC(=CC(=O)O)C)C. Cell line: UACC62. Synergy scores: CSS=46.6, Synergy_ZIP=7.11, Synergy_Bliss=5.81, Synergy_Loewe=4.16, Synergy_HSA=8.92.